From a dataset of Forward reaction prediction with 1.9M reactions from USPTO patents (1976-2016). Predict the product of the given reaction. (1) Given the reactants [CH3:1][O:2][CH2:3][CH2:4][O:5][C:6]1[CH:14]=[CH:13][C:9]([C:10](O)=[O:11])=[CH:8][CH:7]=1.C(=O)([O-])[O-].[K+].[K+].IC.[BH4-].[Li+], predict the reaction product. The product is: [CH3:1][O:2][CH2:3][CH2:4][O:5][C:6]1[CH:7]=[CH:8][C:9]([CH2:10][OH:11])=[CH:13][CH:14]=1. (2) Given the reactants [CH3:1][C:2]1[CH:7]=[CH:6][N:5]2[C:8]([C:11]([NH:13][C:14]3[CH:19]=[C:18]([C:20]4[N:24]=[C:23]([CH2:25][CH2:26][C@@:27]([OH:33])([CH3:32])[C:28]([F:31])([F:30])[F:29])[O:22][N:21]=4)[CH:17]=[CH:16][C:15]=3[CH3:34])=[O:12])=[CH:9][N:10]=[C:4]2[CH:3]=1.[H-].[Na+].[P:37](Cl)(=[O:42])([O:40][CH3:41])[O:38][CH3:39], predict the reaction product. The product is: [P:37]([O:33][C@@:27]([CH3:32])([CH2:26][CH2:25][C:23]1[O:22][N:21]=[C:20]([C:18]2[CH:17]=[CH:16][C:15]([CH3:34])=[C:14]([NH:13][C:11]([C:8]3[N:5]4[CH:6]=[CH:7][C:2]([CH3:1])=[CH:3][C:4]4=[N:10][CH:9]=3)=[O:12])[CH:19]=2)[N:24]=1)[C:28]([F:30])([F:29])[F:31])([O:40][CH3:41])([O:38][CH3:39])=[O:42]. (3) Given the reactants Cl[C:2]1[N:7]=[C:6]([C:8]2[C:13]([F:14])=[CH:12][CH:11]=[CH:10][C:9]=2[Cl:15])[N:5]=[C:4]([NH:16][N:17]=[CH:18][C:19]2[CH:24]=[CH:23][C:22]([O:25][C:26]([F:29])([F:28])[F:27])=[CH:21][CH:20]=2)[N:3]=1.CCN(C(C)C)C(C)C.[NH2:39][CH2:40][C:41]1[CH:42]=[CH:43][C:44]([Cl:47])=[N:45][CH:46]=1, predict the reaction product. The product is: [Cl:15][C:9]1[CH:10]=[CH:11][CH:12]=[C:13]([F:14])[C:8]=1[C:6]1[N:5]=[C:4]([NH:16][N:17]=[CH:18][C:19]2[CH:24]=[CH:23][C:22]([O:25][C:26]([F:27])([F:28])[F:29])=[CH:21][CH:20]=2)[N:3]=[C:2]([NH:39][CH2:40][C:41]2[CH:46]=[N:45][C:44]([Cl:47])=[CH:43][CH:42]=2)[N:7]=1. (4) Given the reactants S(Cl)(Cl)=O.[Br:5][C:6]1[S:10][C:9](/[CH:11]=[CH:12]/[C:13]([OH:15])=O)=[CH:8][CH:7]=1.[N-:16]=[N+:17]=[N-:18].[Na+].O1CCOCC1, predict the reaction product. The product is: [Br:5][C:6]1[S:10][C:9](/[CH:11]=[CH:12]/[C:13]([N:16]=[N+:17]=[N-:18])=[O:15])=[CH:8][CH:7]=1. (5) Given the reactants [CH2:1]([OH:10])[C@H:2](O)[CH2:3][CH2:4]/[CH:5]=[CH:6]\[CH2:7][CH3:8].[H-].[Na+].C(C1C=CC(S(Cl)(=O)=O)=C(C(C)C)C=1C(C)C)(C)C, predict the reaction product. The product is: [CH2:3]([C@@H:2]1[CH2:1][O:10]1)[CH2:4]/[CH:5]=[CH:6]\[CH2:7][CH3:8]. (6) Given the reactants [F:1][C:2]1[C:3]([CH2:8][OH:9])=[N:4][CH:5]=[CH:6][CH:7]=1.C(N(CC)CC)C.[CH3:17][S:18](Cl)(=[O:20])=[O:19], predict the reaction product. The product is: [CH3:17][S:18]([O:9][CH2:8][C:3]1[C:2]([F:1])=[CH:7][CH:6]=[CH:5][N:4]=1)(=[O:20])=[O:19]. (7) Given the reactants [F:1][C:2]1[CH:19]=[CH:18][C:5]([C:6]([NH:8][CH2:9][C:10]([C:12]2[CH:13]=[N:14][CH:15]=[CH:16][CH:17]=2)=[O:11])=[O:7])=[CH:4][CH:3]=1.[H-].[Na+].[C:22](#[N:25])[CH:23]=[CH2:24].[Cl-].[NH4+], predict the reaction product. The product is: [C:22]([CH2:23][CH2:24][CH:9]([NH:8][C:6](=[O:7])[C:5]1[CH:4]=[CH:3][C:2]([F:1])=[CH:19][CH:18]=1)[C:10]([C:12]1[CH:13]=[N:14][CH:15]=[CH:16][CH:17]=1)=[O:11])#[N:25].